Predict which catalyst facilitates the given reaction. From a dataset of Catalyst prediction with 721,799 reactions and 888 catalyst types from USPTO. (1) Reactant: [F:1][C:2]([F:24])([F:23])[C:3]1[N:4]=[C:5]([C:16]2([OH:22])[CH2:21][CH2:20][O:19][CH2:18][CH2:17]2)[N:6]([CH2:8][O:9][CH2:10][CH2:11][Si:12]([CH3:15])([CH3:14])[CH3:13])[CH:7]=1.[H-].[Na+].[CH3:27]I. Product: [CH3:27][O:22][C:16]1([C:5]2[N:6]([CH2:8][O:9][CH2:10][CH2:11][Si:12]([CH3:15])([CH3:13])[CH3:14])[CH:7]=[C:3]([C:2]([F:1])([F:23])[F:24])[N:4]=2)[CH2:17][CH2:18][O:19][CH2:20][CH2:21]1. The catalyst class is: 7. (2) Reactant: Cl[C:2]1[C:11]2[C:6](=[CH:7][CH:8]=[C:9]([I:12])[CH:10]=2)[N:5]=[C:4]([CH3:13])[C:3]=1[S:14]([CH3:17])(=[O:16])=[O:15].[OH:18][CH:19]1[CH2:24][CH2:23][NH:22][CH2:21][CH2:20]1.C(N(CC)C(C)C)(C)C. Product: [I:12][C:9]1[CH:10]=[C:11]2[C:6](=[CH:7][CH:8]=1)[N:5]=[C:4]([CH3:13])[C:3]([S:14]([CH3:17])(=[O:16])=[O:15])=[C:2]2[N:22]1[CH2:23][CH2:24][CH:19]([OH:18])[CH2:20][CH2:21]1. The catalyst class is: 9. (3) Reactant: [NH2:1][C:2]1[C:11]2[C:6](=[CH:7][C:8](Br)=[CH:9][CH:10]=2)[CH:5]=[CH:4][N:3]=1.[C:13]([O:17][C:18]([N:20]1[CH2:25][CH2:24][CH2:23][CH:22]([NH2:26])[CH2:21]1)=[O:19])([CH3:16])([CH3:15])[CH3:14].C(P(C(C)(C)C)C1C=CC=CC=1C1C=CC=CC=1)(C)(C)C.CC(C)([O-])C.[Na+]. Product: [C:13]([O:17][C:18]([N:20]1[CH2:25][CH2:24][CH2:23][CH:22]([NH:26][C:8]2[CH:7]=[C:6]3[C:11](=[CH:10][CH:9]=2)[C:2]([NH2:1])=[N:3][CH:4]=[CH:5]3)[CH2:21]1)=[O:19])([CH3:16])([CH3:14])[CH3:15]. The catalyst class is: 62.